Task: Predict the reactants needed to synthesize the given product.. Dataset: Full USPTO retrosynthesis dataset with 1.9M reactions from patents (1976-2016) Given the product [F:11][C:12]1[CH:17]=[CH:16][C:15]([NH:18][C@@H:19]([C:31]2[CH:32]=[CH:33][CH:34]=[CH:35][CH:36]=2)[C:20]([O:22][C@@H:23]2[CH:28]3[CH2:29][CH2:30][N:25]([CH2:26][CH2:27]3)[CH2:24]2)=[O:21])=[CH:14][CH:13]=1, predict the reactants needed to synthesize it. The reactants are: C([C@@H]([O-])[C@@H](C(O)=O)[O-])(O)=O.[F:11][C:12]1[CH:17]=[CH:16][C:15]([NH:18][C@@H:19]([C:31]2[CH:36]=[CH:35][CH:34]=[CH:33][CH:32]=2)[C:20]([O:22][C@@H:23]2[CH:28]3[CH2:29][CH2:30][N:25]([CH2:26][CH2:27]3)[CH2:24]2)=[O:21])=[CH:14][CH:13]=1.